From a dataset of Catalyst prediction with 721,799 reactions and 888 catalyst types from USPTO. Predict which catalyst facilitates the given reaction. (1) Reactant: O[C:2]1[CH:3]=[C:4]([CH:7]=[C:8]([OH:10])[CH:9]=1)[CH:5]=[O:6].FC(F)(F)S([O:16][CH2:17][C:18](F)([F:28])[CH2:19]OS(C(F)(F)F)(=O)=O)(=O)=O.C(=O)([O-])[O-].[Cs+].[Cs+]. Product: [F:28][CH:18]1[CH2:17][O:16][C:9]2[CH:2]=[CH:3][C:4]([CH:5]=[O:6])=[CH:7][C:8]=2[O:10][CH2:19]1. The catalyst class is: 10. (2) Reactant: C[Si](C)(C)N[Si](C)(C)C.[Na].[NH2:11][C:12]1[C:17]([Cl:18])=[CH:16][N:15]=[C:14]2[O:19][CH2:20][O:21][C:13]=12.Cl[C:23]1[C:32]2[C:27](=[CH:28][C:29]([O:35][CH2:36][CH2:37][CH2:38][Cl:39])=[C:30]([O:33][CH3:34])[CH:31]=2)[N:26]=[CH:25][N:24]=1. Product: [Cl:18][C:17]1[C:12]([NH:11][C:23]2[C:32]3[C:27](=[CH:28][C:29]([O:35][CH2:36][CH2:37][CH2:38][Cl:39])=[C:30]([O:33][CH3:34])[CH:31]=3)[N:26]=[CH:25][N:24]=2)=[C:13]2[O:21][CH2:20][O:19][C:14]2=[N:15][CH:16]=1. The catalyst class is: 57. (3) Reactant: [CH3:1][CH:2]1[C:7]([CH3:19])([C:8]2[CH:13]=[CH:12][CH:11]=[C:10]([C:14]3[N:15]=[N:16][NH:17][CH:18]=3)[CH:9]=2)[CH2:6][CH2:5][NH:4][CH2:3]1.[O:20]1[CH2:24][CH2:23][CH:22]([CH2:25][CH2:26][C:27](O)=O)[CH2:21]1.Cl.CN(C)CCCN=C=NCC.O.ON1C2C=CC=CC=2N=N1.C(=O)([O-])O.[Na+].[H-].[Al+3].[Li+].[H-].[H-].[H-].[Cl-].[NH4+]. Product: [CH3:1][CH:2]1[C:7]([CH3:19])([C:8]2[CH:13]=[CH:12][CH:11]=[C:10]([C:14]3[N:15]=[N:16][NH:17][CH:18]=3)[CH:9]=2)[CH2:6][CH2:5][N:4]([CH2:27][CH2:26][CH2:25][CH:22]2[CH2:23][CH2:24][O:20][CH2:21]2)[CH2:3]1. The catalyst class is: 348.